From a dataset of Full USPTO retrosynthesis dataset with 1.9M reactions from patents (1976-2016). Predict the reactants needed to synthesize the given product. Given the product [CH3:22][S:19]([C:16]1[CH:15]=[CH:14][C:13]([CH:4]([CH2:5][C:6]2[CH:11]=[CH:10][CH:9]=[CH:8][C:7]=2[CH3:12])[C:3]([OH:23])=[O:2])=[CH:18][CH:17]=1)(=[O:20])=[O:21], predict the reactants needed to synthesize it. The reactants are: C[O:2][C:3](=[O:23])[CH:4]([C:13]1[CH:18]=[CH:17][C:16]([S:19]([CH3:22])(=[O:21])=[O:20])=[CH:15][CH:14]=1)[CH2:5][C:6]1[CH:11]=[CH:10][CH:9]=[CH:8][C:7]=1[CH3:12].[OH-].[K+].